From a dataset of Forward reaction prediction with 1.9M reactions from USPTO patents (1976-2016). Predict the product of the given reaction. (1) Given the reactants C([O:3][C:4]([C:6]1[CH:15]=[CH:14][C:9]([C:10]([O:12][CH3:13])=[O:11])=[CH:8][C:7]=1[CH3:16])=[CH2:5])C.O.[Br:18]N1C(=O)CCC1=O.CCOC(C)=O, predict the reaction product. The product is: [Br:18][CH2:3][C:4]([C:6]1[CH:15]=[CH:14][C:9]([C:10]([O:12][CH3:13])=[O:11])=[CH:8][C:7]=1[CH3:16])=[O:5]. (2) Given the reactants [CH3:1][CH:2]([O:4][C:5]1[C:13]2[C:12](=[O:14])[N:11]([C:15]3[CH:20]=[CH:19][C:18]([CH2:21][C:22]([O:24][CH2:25][CH3:26])=[O:23])=[CH:17][C:16]=3[Cl:27])[C:10](=[O:28])[C:9]=2[C:8]([O:29][CH:30]([CH3:32])[CH3:31])=[C:7]2[CH:33]=[CH:34][CH:35]=[CH:36][C:6]=12)[CH3:3].C(O)C.O1CCCC1.[BH4-].[Na+], predict the reaction product. The product is: [Cl:27][C:16]1[CH:17]=[C:18]([CH2:21][C:22]([O:24][CH2:25][CH3:26])=[O:23])[CH:19]=[CH:20][C:15]=1[N:11]1[CH:12]([OH:14])[C:13]2[C:5]([O:4][CH:2]([CH3:3])[CH3:1])=[C:6]3[CH:36]=[CH:35][CH:34]=[CH:33][C:7]3=[C:8]([O:29][CH:30]([CH3:31])[CH3:32])[C:9]=2[C:10]1=[O:28]. (3) Given the reactants Cl[CH2:2][CH2:3][CH2:4][N:5]1[CH2:9][CH2:8][CH2:7][C:6]1=[O:10].C(=O)([O-])[O-].[Cs+].[Cs+].[F:17][C:18]1[CH:19]=[CH:20][C:21]([OH:51])=[C:22](/[CH:24]=[CH:25]/[CH:26]([CH2:39][CH2:40][C:41]2[CH:46]=[CH:45][C:44]([C:47]([O:49][CH3:50])=[O:48])=[CH:43][CH:42]=2)[CH2:27][CH2:28][C:29]2[CH:38]=[CH:37][C:32]([C:33]([O:35][CH3:36])=[O:34])=[CH:31][CH:30]=2)[CH:23]=1, predict the reaction product. The product is: [F:17][C:18]1[CH:19]=[CH:20][C:21]([O:51][CH2:2][CH2:3][CH2:4][N:5]2[CH2:9][CH2:8][CH2:7][C:6]2=[O:10])=[C:22](/[CH:24]=[CH:25]/[CH:26]([CH2:39][CH2:40][C:41]2[CH:46]=[CH:45][C:44]([C:47]([O:49][CH3:50])=[O:48])=[CH:43][CH:42]=2)[CH2:27][CH2:28][C:29]2[CH:38]=[CH:37][C:32]([C:33]([O:35][CH3:36])=[O:34])=[CH:31][CH:30]=2)[CH:23]=1. (4) Given the reactants [CH3:1][O:2][C:3]1[CH:4]=[C:5]([CH2:11][C:12]([OH:14])=O)[CH:6]=[CH:7][C:8]=1[O:9][CH3:10].C(Cl)(=O)C([Cl:18])=O, predict the reaction product. The product is: [CH3:1][O:2][C:3]1[CH:4]=[C:5]([CH2:11][C:12]([Cl:18])=[O:14])[CH:6]=[CH:7][C:8]=1[O:9][CH3:10]. (5) Given the reactants [NH2:1][C:2]1[CH:7]=[CH:6][C:5]([OH:8])=[C:4]([CH3:9])[CH:3]=1.Cl.Cl[C:12]1[CH:17]=[CH:16][N:15]=[CH:14][CH:13]=1.CC(C)([O-])C.[K+].CN1C(=O)N(C)CCC1, predict the reaction product. The product is: [CH3:9][C:4]1[CH:3]=[C:2]([CH:7]=[CH:6][C:5]=1[O:8][C:12]1[CH:17]=[CH:16][N:15]=[CH:14][CH:13]=1)[NH2:1]. (6) The product is: [CH3:12][O:13][C:14]1[CH:21]=[CH:20][C:17]([C:18]2[NH:1][N:2]=[C:3]([C:5]3[C:10]([CH3:11])=[CH:9][CH:8]=[CH:7][N:6]=3)[N:4]=2)=[C:16]([OH:22])[CH:15]=1. Given the reactants [NH2:1][NH:2][C:3]([C:5]1[C:10]([CH3:11])=[CH:9][CH:8]=[CH:7][N:6]=1)=[NH:4].[CH3:12][O:13][C:14]1[CH:21]=[CH:20][C:17]([CH:18]=O)=[C:16]([OH:22])[CH:15]=1, predict the reaction product. (7) Given the reactants I[CH3:2].[I:3][C:4]1[CH:5]=[C:6]([C:10]2[N:14]=[C:13]([CH:15]3[CH2:20][O:19][CH2:18][CH2:17][N:16]3[C:21](=[S:24])[NH:22][CH3:23])[O:12][N:11]=2)[CH:7]=[CH:8][CH:9]=1, predict the reaction product. The product is: [I:3][C:4]1[CH:5]=[C:6]([C:10]2[N:14]=[C:13]([CH:15]3[CH2:20][O:19][CH2:18][CH2:17][N:16]3[C:21]([S:24][CH3:2])=[N:22][CH3:23])[O:12][N:11]=2)[CH:7]=[CH:8][CH:9]=1. (8) Given the reactants [OH-].[K+].[O:3]=[C:4]1[CH2:10][CH2:9][N:8]([C:11]([O:13][CH2:14][C:15]2[CH:20]=[CH:19][CH:18]=[CH:17][CH:16]=2)=[O:12])[CH2:7][CH2:6][CH:5]1C(OCC)=O, predict the reaction product. The product is: [O:3]=[C:4]1[CH2:5][CH2:6][CH2:7][N:8]([C:11]([O:13][CH2:14][C:15]2[CH:16]=[CH:17][CH:18]=[CH:19][CH:20]=2)=[O:12])[CH2:9][CH2:10]1.